This data is from Reaction yield outcomes from USPTO patents with 853,638 reactions. The task is: Predict the reaction yield, written as a fraction of the theoretical maximum amount of product (1.0 means a 100% yield; for example, 0.34 means a 34% yield). (1) The reactants are Br[CH2:2][C:3]([C:5]12[CH2:14][CH:9]3[CH2:10][CH:11]([CH2:13][CH:7]([CH2:8]3)[CH2:6]1)[CH2:12]2)=[O:4].[N:15]1[CH:20]=[CH:19][CH:18]=[CH:17][C:16]=1[SH:21].C(N(CC)CC)C. The catalyst is C(#N)C. The product is [C:5]12([C:3](=[O:4])[CH2:2][S:21][C:16]3[CH:17]=[CH:18][CH:19]=[CH:20][N:15]=3)[CH2:14][CH:9]3[CH2:10][CH:11]([CH2:13][CH:7]([CH2:8]3)[CH2:6]1)[CH2:12]2. The yield is 0.990. (2) The reactants are [F:1][C:2]1[CH:7]=[CH:6][C:5]([C:8]2[C:9]([NH2:20])=[N:10][CH:11]=[N:12][C:13]=2[N:14]2[CH2:19][CH2:18][NH:17][CH2:16][CH2:15]2)=[CH:4][CH:3]=1.[Cl:21][C:22]1[C:29]([Cl:30])=[CH:28][C:25]([CH:26]=O)=[C:24]([OH:31])[CH:23]=1.C(O)(=O)C.C(O[BH-](OC(=O)C)OC(=O)C)(=O)C.[Na+]. The catalyst is ClCCCl.C(Cl)Cl. The product is [NH2:20][C:9]1[N:10]=[CH:11][N:12]=[C:13]([N:14]2[CH2:19][CH2:18][N:17]([CH2:26][C:25]3[CH:28]=[C:29]([Cl:30])[C:22]([Cl:21])=[CH:23][C:24]=3[OH:31])[CH2:16][CH2:15]2)[C:8]=1[C:5]1[CH:6]=[CH:7][C:2]([F:1])=[CH:3][CH:4]=1. The yield is 0.805. (3) No catalyst specified. The reactants are P(Cl)(Cl)([Cl:3])=O.[Cl:6][C:7]1[CH:16]=[C:15]2[C:10]([C:11](O)=[CH:12][CH:13]=[N:14]2)=[CH:9][CH:8]=1. The yield is 0.885. The product is [Cl:3][C:11]1[C:10]2[C:15](=[CH:16][C:7]([Cl:6])=[CH:8][CH:9]=2)[N:14]=[CH:13][CH:12]=1. (4) The reactants are C([N:8]1[CH2:16][CH2:15][N:14]([C:17]2[C:18]3[CH:25]=[CH:24][NH:23][C:19]=3[N:20]=[CH:21][N:22]=2)[CH2:13][C:10]2([CH2:12][CH2:11]2)[CH2:9]1)C1C=CC=CC=1.ClCCOC(Cl)=O. The catalyst is ClC(Cl)C. The product is [N:20]1[C:19]2[NH:23][CH:24]=[CH:25][C:18]=2[C:17]([N:14]2[CH2:15][CH2:16][NH:8][CH2:9][C:10]3([CH2:12][CH2:11]3)[CH2:13]2)=[N:22][CH:21]=1. The yield is 0.700. (5) The reactants are [NH2:1][C:2]1[CH:7]=[CH:6][C:5]([OH:8])=[CH:4][CH:3]=1.C[Si]([C:13]#[N:14])(C)C.C[Si](OS(C(F)(F)F)(=O)=O)(C)C.[CH3:27][C:28]([CH3:30])=O. The catalyst is ClCCl. The product is [OH:8][C:5]1[CH:6]=[CH:7][C:2]([NH:1][C:28]([CH3:30])([CH3:27])[C:13]#[N:14])=[CH:3][CH:4]=1. The yield is 0.232. (6) The reactants are [C:1]([O:5][C:6](=[O:14])[C:7]([CH2:12][OH:13])([CH2:10][OH:11])[CH:8]=[CH2:9])(C)(C)[CH3:2].C(OC(C1(C=C)COC(C)(C)OC1)=O)C. No catalyst specified. The product is [CH2:1]([O:5][C:6](=[O:14])[C:7]([CH2:10][OH:11])([CH2:12][OH:13])[CH:8]=[CH2:9])[CH3:2]. The yield is 0.780.